Predict the reaction yield, written as a fraction of the theoretical maximum amount of product (1.0 means a 100% yield; for example, 0.34 means a 34% yield). From a dataset of Reaction yield outcomes from USPTO patents with 853,638 reactions. (1) The reactants are [N+:1]([C:4]1[CH:5]=[C:6]([CH2:10][S:11]([N:14]([CH3:16])[CH3:15])(=[O:13])=[O:12])[CH:7]=[CH:8][CH:9]=1)([O-])=O. The catalyst is [Ni].CO. The product is [NH2:1][C:4]1[CH:5]=[C:6]([CH2:10][S:11]([N:14]([CH3:16])[CH3:15])(=[O:13])=[O:12])[CH:7]=[CH:8][CH:9]=1. The yield is 0.960. (2) The product is [CH3:1][C@@H:2]1[CH2:7][N:6]([C:8]2[O:9][C:10]3[C:15]([C:16](=[O:18])[CH:17]=2)=[CH:14][C:13]([C:19]([O:21][CH3:22])=[O:20])=[CH:12][C:11]=3[CH:23]2[CH2:27][CH2:26][CH2:25][N:24]2[C:30]2[CH:35]=[CH:34][CH:33]=[CH:32][CH:31]=2)[CH2:5][CH2:4][O:3]1. The catalyst is O1CCOCC1.C(O[Pd]OC(=O)C)(=O)C. The reactants are [CH3:1][C@@H:2]1[CH2:7][N:6]([C:8]2[O:9][C:10]3[C:15]([C:16](=[O:18])[CH:17]=2)=[CH:14][C:13]([C:19]([O:21][CH3:22])=[O:20])=[CH:12][C:11]=3[CH:23]2[CH2:27][CH2:26][CH2:25][NH:24]2)[CH2:5][CH2:4][O:3]1.CC1(C)[C:31]2[CH:32]=[CH:33][CH:34]=[C:35](P([C:30]3[CH:35]=[CH:34][CH:33]=[CH:32][CH:31]=3)[C:30]3[CH:35]=[CH:34][CH:33]=[CH:32][CH:31]=3)[C:30]=2O[C:35]2[C:30]1=[CH:31][CH:32]=[CH:33][C:34]=2P([C:30]1[CH:35]=[CH:34][CH:33]=[CH:32][CH:31]=1)[C:30]1[CH:35]=[CH:34][CH:33]=[CH:32][CH:31]=1.BrC1C=CC=CC=1.C(=O)([O-])[O-].[Cs+].[Cs+]. The yield is 0.490. (3) The reactants are [CH3:1][C:2]1[N:7]=[C:6]2[S:8][CH:9]=[C:10]([C:11]3[CH:16]=[CH:15][CH:14]=[CH:13][CH:12]=3)[C:5]2=[C:4]([C:17]2[CH:22]=[CH:21][C:20]([CH3:23])=[CH:19][CH:18]=2)[C:3]=1[CH:24]([CH2:29][CH2:30][CH3:31])[C:25]([O:27]C)=[O:26].[OH-].[Na+]. The catalyst is CO. The product is [CH3:1][C:2]1[N:7]=[C:6]2[S:8][CH:9]=[C:10]([C:11]3[CH:12]=[CH:13][CH:14]=[CH:15][CH:16]=3)[C:5]2=[C:4]([C:17]2[CH:22]=[CH:21][C:20]([CH3:23])=[CH:19][CH:18]=2)[C:3]=1[CH:24]([CH2:29][CH2:30][CH3:31])[C:25]([OH:27])=[O:26]. The yield is 0.200. (4) The reactants are [F:1][C:2]1[CH:9]=[C:8]([N:10]2[C:22](=[O:23])[C:14]3[CH:15]=[C:16]4[N:21]([C:13]=3[CH:12]=[N:11]2)[CH2:20][CH2:19][CH2:18][CH2:17]4)[C:5]([CH:6]=[O:7])=[C:4]([C:24]2[CH:29]=[C:28]([NH:30][C:31]3[CH:36]=[CH:35][C:34]([N:37]4[CH2:42][CH2:41][N:40]([CH:43]5[CH2:46][O:45][CH2:44]5)[CH2:39][CH:38]4[CH3:47])=[CH:33][N:32]=3)[C:27](=[O:48])[N:26]([CH3:49])[CH:25]=2)[CH:3]=1.[BH4-].[Na+]. The catalyst is CO. The product is [F:1][C:2]1[CH:3]=[C:4]([C:24]2[CH:29]=[C:28]([NH:30][C:31]3[CH:36]=[CH:35][C:34]([N:37]4[CH2:42][CH2:41][N:40]([CH:43]5[CH2:44][O:45][CH2:46]5)[CH2:39][C@@H:38]4[CH3:47])=[CH:33][N:32]=3)[C:27](=[O:48])[N:26]([CH3:49])[CH:25]=2)[C:5]([CH2:6][OH:7])=[C:8]([N:10]2[C:22](=[O:23])[C:14]3[CH:15]=[C:16]4[N:21]([C:13]=3[CH:12]=[N:11]2)[CH2:20][CH2:19][CH2:18][CH2:17]4)[CH:9]=1. The yield is 0.560. (5) The reactants are Br[C:2]1[CH:7]=[CH:6][C:5]([C:8]2[N:17]=[C:16]([NH:18][C:19]3[NH:20][N:21]=[C:22]([CH3:24])[CH:23]=3)[C:15]3[C:10](=[CH:11][CH:12]=[CH:13][CH:14]=3)[N:9]=2)=[CH:4][CH:3]=1.C[Si]([C:29]#[CH:30])(C)C.C(N(CC)CC)C. The catalyst is CN(C=O)C.[Cu]I.Cl[Pd](Cl)([P](C1C=CC=CC=1)(C1C=CC=CC=1)C1C=CC=CC=1)[P](C1C=CC=CC=1)(C1C=CC=CC=1)C1C=CC=CC=1. The product is [C:29]([C:2]1[CH:7]=[CH:6][C:5]([C:8]2[N:17]=[C:16]([NH:18][C:19]3[NH:20][N:21]=[C:22]([CH3:24])[CH:23]=3)[C:15]3[C:10](=[CH:11][CH:12]=[CH:13][CH:14]=3)[N:9]=2)=[CH:4][CH:3]=1)#[CH:30]. The yield is 0.700. (6) The reactants are C(O[C:6]([N:8]1[CH2:13][CH2:12][N:11](C2C(=O)N(CC(C)C)N=C(C3C=CC(C)=C(F)C=3)C=2C)[CH2:10][CH2:9]1)=O)(C)(C)C.[Cl:34][C:35]1[CH:62]=[CH:61][CH:60]=[C:59]([Cl:63])[C:36]=1[CH2:37][N:38]1[C:43](=[O:44])[C:42]([CH2:45]OS(C)(=O)=O)=[CH:41][C:40]([C:51]2[CH:56]=[CH:55][C:54]([F:57])=[C:53]([CH3:58])[CH:52]=2)=[N:39]1. No catalyst specified. The product is [Cl:63][C:59]1[CH:60]=[CH:61][CH:62]=[C:35]([Cl:34])[C:36]=1[CH2:37][N:38]1[C:43](=[O:44])[C:42]([CH2:45][N:11]2[CH2:12][CH2:13][N:8]([CH3:6])[CH2:9][CH2:10]2)=[CH:41][C:40]([C:51]2[CH:56]=[CH:55][C:54]([F:57])=[C:53]([CH3:58])[CH:52]=2)=[N:39]1. The yield is 0.694. (7) The reactants are [CH3:1][C:2]([C:6]1[NH:7][C:8](=[O:12])[CH:9]=[CH:10][CH:11]=1)([CH3:5])[C:3]#[N:4].Cl[C:14]([F:20])([F:19])C(OC)=O.C(=O)([O-])[O-].[Cs+].[Cs+]. The catalyst is CN(C=O)C. The product is [F:19][CH:14]([F:20])[O:12][C:8]1[N:7]=[C:6]([C:2]([CH3:1])([CH3:5])[C:3]#[N:4])[CH:11]=[CH:10][CH:9]=1. The yield is 0.570. (8) The reactants are [CH3:1][O:2][C:3]1[CH:8]=[CH:7][C:6]([CH2:9][NH:10][CH2:11][CH2:12][OH:13])=[CH:5][CH:4]=1.[CH3:14][C:15]([O:18][C:19](O[C:19]([O:18][C:15]([CH3:17])([CH3:16])[CH3:14])=[O:20])=[O:20])([CH3:17])[CH3:16]. The catalyst is C1COCC1. The product is [OH:13][CH2:12][CH2:11][N:10]([CH2:9][C:6]1[CH:5]=[CH:4][C:3]([O:2][CH3:1])=[CH:8][CH:7]=1)[C:19](=[O:20])[O:18][C:15]([CH3:17])([CH3:16])[CH3:14]. The yield is 0.350. (9) The reactants are [CH3:1][O:2][C:3](=[O:16])[CH:4]=[CH:5][C:6]1[CH:11]=[CH:10][CH:9]=[C:8]([S:12](Cl)(=[O:14])=[O:13])[CH:7]=1.[CH3:17][O:18][C:19]1[CH:20]=[C:21]([NH2:25])[CH:22]=[CH:23][CH:24]=1.C([O-])(O)=O.[Na+]. The catalyst is O1CCOCC1.O. The product is [CH3:1][O:2][C:3](=[O:16])[CH:4]=[CH:5][C:6]1[CH:11]=[CH:10][CH:9]=[C:8]([S:12](=[O:14])(=[O:13])[NH:25][C:21]2[CH:22]=[CH:23][CH:24]=[C:19]([O:18][CH3:17])[CH:20]=2)[CH:7]=1. The yield is 0.820. (10) The reactants are [Cl:1][C:2]1[CH:7]=[CH:6][CH:5]=[CH:4][C:3]=1[C:8]1[O:12][C:11](I)=[N:10][C:9]=1[C:14]1[N:18]([CH2:19][O:20][CH2:21][CH2:22][Si:23]([CH3:26])([CH3:25])[CH3:24])[CH:17]=[N:16][N:15]=1.[C:27]([NH:30][C:31]1[CH:36]=[CH:35][C:34](B(O)O)=[CH:33][CH:32]=1)(=[O:29])[CH3:28].C(=O)([O-])[O-].[Cs+].[Cs+]. The catalyst is O1CCOCC1.O.C1C=CC([P]([Pd]([P](C2C=CC=CC=2)(C2C=CC=CC=2)C2C=CC=CC=2)([P](C2C=CC=CC=2)(C2C=CC=CC=2)C2C=CC=CC=2)[P](C2C=CC=CC=2)(C2C=CC=CC=2)C2C=CC=CC=2)(C2C=CC=CC=2)C2C=CC=CC=2)=CC=1. The product is [Cl:1][C:2]1[CH:7]=[CH:6][CH:5]=[CH:4][C:3]=1[C:8]1[O:12][C:11]([C:34]2[CH:35]=[CH:36][C:31]([NH:30][C:27](=[O:29])[CH3:28])=[CH:32][CH:33]=2)=[N:10][C:9]=1[C:14]1[N:18]([CH2:19][O:20][CH2:21][CH2:22][Si:23]([CH3:26])([CH3:25])[CH3:24])[CH:17]=[N:16][N:15]=1. The yield is 0.910.